This data is from Full USPTO retrosynthesis dataset with 1.9M reactions from patents (1976-2016). The task is: Predict the reactants needed to synthesize the given product. Given the product [Si:35]([O:34][CH2:33][C:10]1[C:11]2[O:15][N:14]=[C:13]([CH2:16][CH2:17][CH:18]3[CH2:19][CH2:20][N:21]([C:24]([O:26][C:27]([CH3:30])([CH3:29])[CH3:28])=[O:25])[CH2:22][CH2:23]3)[C:12]=2[CH:31]=[CH:32][C:9]=1[OH:8])([C:38]([CH3:40])([CH3:41])[CH3:39])([CH3:36])[CH3:37].[OH:8][C:9]1[CH:32]=[CH:31][C:12]2[C:13]([CH2:16][CH2:17][CH:18]3[CH2:23][CH2:22][N:21]([C:24]([O:26][C:27]([CH3:30])([CH3:29])[CH3:28])=[O:25])[CH2:20][CH2:19]3)=[N:14][O:15][C:11]=2[C:10]=1[CH2:33][OH:34], predict the reactants needed to synthesize it. The reactants are: [Si]([O:8][C:9]1[CH:32]=[CH:31][C:12]2[C:13]([CH2:16][CH2:17][CH:18]3[CH2:23][CH2:22][N:21]([C:24]([O:26][C:27]([CH3:30])([CH3:29])[CH3:28])=[O:25])[CH2:20][CH2:19]3)=[N:14][O:15][C:11]=2[C:10]=1[CH2:33][O:34][Si:35]([C:38]([CH3:41])([CH3:40])[CH3:39])([CH3:37])[CH3:36])(C(C)(C)C)(C)C.[OH-].[Li+].[Cl-].[NH4+].O.